From a dataset of Full USPTO retrosynthesis dataset with 1.9M reactions from patents (1976-2016). Predict the reactants needed to synthesize the given product. Given the product [C:22]([C:19]1[CH:20]=[CH:21][C:16]([CH2:15][NH:14][C:12](=[O:13])[CH2:11][N:8]2[C:7]3[C:2]([I:30])=[CH:3][CH:4]=[CH:5][C:6]=3[N:10]=[CH:9]2)=[CH:17][CH:18]=1)([CH3:25])([CH3:24])[CH3:23], predict the reactants needed to synthesize it. The reactants are: N[C:2]1[C:7]2[N:8]([CH2:11][C:12]([NH:14][CH2:15][C:16]3[CH:21]=[CH:20][C:19]([C:22]([CH3:25])([CH3:24])[CH3:23])=[CH:18][CH:17]=3)=[O:13])[CH:9]=[N:10][C:6]=2[CH:5]=[CH:4][CH:3]=1.N([O-])=O.[Na+].[I-:30].[K+].